From a dataset of Full USPTO retrosynthesis dataset with 1.9M reactions from patents (1976-2016). Predict the reactants needed to synthesize the given product. (1) Given the product [F:22][C:6]([F:5])([F:23])[C:7]1[CH:8]=[C:9]([C:13]2([CH2:16][C:17](=[O:21])[C:18]([NH:24][C:25]3[CH:26]=[CH:27][C:28]4[C:33](=[O:34])[O:32][N:31]=[C:30]([CH3:35])[C:29]=4[CH:36]=3)=[O:20])[CH2:14][CH2:15]2)[CH:10]=[CH:11][CH:12]=1, predict the reactants needed to synthesize it. The reactants are: S(Cl)(Cl)=O.[F:5][C:6]([F:23])([F:22])[C:7]1[CH:8]=[C:9]([C:13]2([CH2:16][C:17](=[O:21])[C:18]([OH:20])=O)[CH2:15][CH2:14]2)[CH:10]=[CH:11][CH:12]=1.[NH2:24][C:25]1[CH:26]=[CH:27][C:28]2[C:33](=[O:34])[O:32][N:31]=[C:30]([CH3:35])[C:29]=2[CH:36]=1. (2) Given the product [CH3:1][C:2]1([CH2:9][S:10]([C:11]2[CH:12]=[CH:13][C:14]([C:17]3[CH:22]=[CH:21][C:20]([O:23][C:24]([F:25])([F:27])[F:26])=[CH:19][CH:18]=3)=[CH:15][CH:16]=2)=[O:28])[NH:6][C:5](=[O:7])[NH:4][C:3]1=[O:8], predict the reactants needed to synthesize it. The reactants are: [CH3:1][C:2]1([CH2:9][S:10][C:11]2[CH:16]=[CH:15][C:14]([C:17]3[CH:22]=[CH:21][C:20]([O:23][C:24]([F:27])([F:26])[F:25])=[CH:19][CH:18]=3)=[CH:13][CH:12]=2)[NH:6][C:5](=[O:7])[NH:4][C:3]1=[O:8].[OH:28]OS([O-])=O.[K+].C(=O)(O)[O-].[Na+].O. (3) Given the product [Br:1][C:2]1[N:7]=[C:6]([S:8][C:9]2[N:13]([C:14]3[CH:19]=[CH:18][CH:17]=[CH:16][C:15]=3[Cl:20])[N:12]=[C:11]([C:21]([NH:27][CH3:26])=[O:23])[CH:10]=2)[CH:5]=[CH:4][CH:3]=1, predict the reactants needed to synthesize it. The reactants are: [Br:1][C:2]1[N:7]=[C:6]([S:8][C:9]2[N:13]([C:14]3[CH:19]=[CH:18][CH:17]=[CH:16][C:15]=3[Cl:20])[N:12]=[C:11]([C:21]([O:23]CC)=O)[CH:10]=2)[CH:5]=[CH:4][CH:3]=1.[CH3:26][NH2:27].CO. (4) Given the product [CH:26]1([CH2:25][CH2:24][C:23]([NH:22][C:17]2[CH:18]=[CH:19][C:20]([CH3:21])=[C:15]([NH:14][C:11]([C:7]3[CH:6]=[C:5]4[C:10](=[CH:9][CH:8]=3)[N:1]=[CH:2][CH:3]=[N:4]4)=[O:13])[CH:16]=2)=[O:32])[CH2:31][CH2:30][CH2:29][CH2:28][CH2:27]1, predict the reactants needed to synthesize it. The reactants are: [N:1]1[C:10]2[C:5](=[CH:6][C:7]([C:11]([OH:13])=O)=[CH:8][CH:9]=2)[N:4]=[CH:3][CH:2]=1.[NH2:14][C:15]1[CH:16]=[C:17]([NH:22][C:23](=[O:32])[CH2:24][CH2:25][CH:26]2[CH2:31][CH2:30][CH2:29][CH2:28][CH2:27]2)[CH:18]=[CH:19][C:20]=1[CH3:21]. (5) The reactants are: [CH2:1]([CH2:3][NH2:4])[OH:2].[CH:5]([S:7]([CH:9]=[CH2:10])=[O:8])=[CH2:6]. Given the product [OH:2][CH2:1][CH2:3][N:4]1[CH2:10][CH2:9][S:7](=[O:8])[CH2:5][CH2:6]1, predict the reactants needed to synthesize it. (6) Given the product [CH:1]1([O:7][CH:8]([C:10]2[CH:11]=[CH:12][C:13]([C:14]([NH:50][CH2:51][C:52]3[C:53]([OH:60])=[N:54][C:55]([CH3:59])=[CH:56][C:57]=3[CH3:58])=[O:16])=[CH:17][CH:18]=2)[CH3:9])[CH2:2][CH2:3][CH2:4][CH2:5][CH2:6]1, predict the reactants needed to synthesize it. The reactants are: [CH:1]1([O:7][CH:8]([C:10]2[CH:18]=[CH:17][C:13]([C:14]([OH:16])=O)=[CH:12][CH:11]=2)[CH3:9])[CH2:6][CH2:5][CH2:4][CH2:3][CH2:2]1.CN(C(ON1N=NC2C=CC=NC1=2)=[N+](C)C)C.F[P-](F)(F)(F)(F)F.C(N(CC)CC)C.[NH2:50][CH2:51][C:52]1[C:53]([OH:60])=[N:54][C:55]([CH3:59])=[CH:56][C:57]=1[CH3:58]. (7) Given the product [Cl:32][C:26]1[CH:27]=[CH:28][C:29]([Cl:31])=[CH:30][C:25]=1[C:24]([NH:23][CH2:22][C:21]([NH:20][C@H:15]([B:14]1[O:1][C:2]([CH3:8])([CH3:7])[CH2:3][C:4](=[O:6])[O:5]1)[CH2:16][CH:17]([CH3:19])[CH3:18])=[O:34])=[O:33], predict the reactants needed to synthesize it. The reactants are: [OH:1][C:2]([CH3:8])([CH3:7])[CH2:3][C:4]([OH:6])=[O:5].O1[B:14]([C@@H:15]([NH:20][C:21](=[O:34])[CH2:22][NH:23][C:24](=[O:33])[C:25]2[CH:30]=[C:29]([Cl:31])[CH:28]=[CH:27][C:26]=2[Cl:32])[CH2:16][CH:17]([CH3:19])[CH3:18])O[B:14]([C@@H:15]([NH:20][C:21](=[O:34])[CH2:22][NH:23][C:24](=[O:33])[C:25]2[CH:30]=[C:29]([Cl:31])[CH:28]=[CH:27][C:26]=2[Cl:32])[CH2:16][CH:17]([CH3:19])[CH3:18])O[B:14]1[C@@H:15]([NH:20][C:21](=[O:34])[CH2:22][NH:23][C:24](=[O:33])[C:25]1[CH:30]=[C:29]([Cl:31])[CH:28]=[CH:27][C:26]=1[Cl:32])[CH2:16][CH:17]([CH3:19])[CH3:18].